From a dataset of Reaction yield outcomes from USPTO patents with 853,638 reactions. Predict the reaction yield, written as a fraction of the theoretical maximum amount of product (1.0 means a 100% yield; for example, 0.34 means a 34% yield). The reactants are [F:1][C:2]1[CH:14]=[CH:13][C:5]([CH2:6][N:7]2[CH2:12][CH2:11][NH:10][CH2:9][CH2:8]2)=[CH:4][CH:3]=1.C(N(C(C)C)CC)(C)C.[Cl:24][C:25]1[CH:30]=[C:29]([Cl:31])[CH:28]=[CH:27][C:26]=1[CH2:32][N:33]=[C:34]=[O:35]. No catalyst specified. The product is [Cl:24][C:25]1[CH:30]=[C:29]([Cl:31])[CH:28]=[CH:27][C:26]=1[CH2:32][NH:33][C:34]([N:10]1[CH2:11][CH2:12][N:7]([CH2:6][C:5]2[CH:13]=[CH:14][C:2]([F:1])=[CH:3][CH:4]=2)[CH2:8][CH2:9]1)=[O:35]. The yield is 0.555.